From a dataset of Peptide-MHC class II binding affinity with 134,281 pairs from IEDB. Regression. Given a peptide amino acid sequence and an MHC pseudo amino acid sequence, predict their binding affinity value. This is MHC class II binding data. The peptide sequence is SGEIIRAATTSPARE. The MHC is H-2-IAb with pseudo-sequence H-2-IAb. The binding affinity (normalized) is 0.635.